Dataset: Catalyst prediction with 721,799 reactions and 888 catalyst types from USPTO. Task: Predict which catalyst facilitates the given reaction. (1) Reactant: [CH:1]([C:4]1[N:8]=[N:7][N:6]([C:9]2[CH:14]=[CH:13][CH:12]=[CH:11][C:10]=2[O:15][C:16]([F:19])([F:18])[F:17])[C:5]=1[CH2:20][OH:21])([CH3:3])[CH3:2].Cl[C:23]1[N:28]=[C:27]([CH3:29])[C:26]([N+:30]([O-:32])=[O:31])=[CH:25][CH:24]=1.C(=O)([O-])[O-].[Cs+].[Cs+].C(P(C(C)(C)C)C1C=CC2C(=CC=CC=2)C=1C1C2C(=CC=CC=2)C=CC=1)(C)(C)C. Product: [CH:1]([C:4]1[N:8]=[N:7][N:6]([C:9]2[CH:14]=[CH:13][CH:12]=[CH:11][C:10]=2[O:15][C:16]([F:17])([F:19])[F:18])[C:5]=1[CH2:20][O:21][C:23]1[N:28]=[C:27]([CH3:29])[C:26]([N+:30]([O-:32])=[O:31])=[CH:25][CH:24]=1)([CH3:3])[CH3:2]. The catalyst class is: 164. (2) Reactant: [Cl:1][C:2]1[N:7]=[C:6]([N:8]([CH3:13])[CH2:9][CH2:10][CH2:11][OH:12])[C:5]([F:14])=[CH:4][N:3]=1.[CH3:15][O:16][C:17](=[O:29])[CH2:18][N:19]1[C:27]2[C:22](=[CH:23][C:24](O)=[CH:25][CH:26]=2)[CH:21]=[CH:20]1.C1(P(C2C=CC=CC=2)C2C=CC=CC=2)C=CC=CC=1.N(C(N1CCCCC1)=O)=NC(N1CCCCC1)=O. Product: [CH3:15][O:16][C:17](=[O:29])[CH2:18][N:19]1[C:27]2[C:22](=[CH:23][C:24]([O:12][CH2:11][CH2:10][CH2:9][N:8]([C:6]3[C:5]([F:14])=[CH:4][N:3]=[C:2]([Cl:1])[N:7]=3)[CH3:13])=[CH:25][CH:26]=2)[CH:21]=[CH:20]1. The catalyst class is: 317. (3) Reactant: [CH2:1]([C:3]1[C:8]([I:9])=[CH:7][N:6]=[C:5](N)[CH:4]=1)[CH3:2].[ClH:11].N([O-])=O.[Na+].[OH-].[Na+]. Product: [Cl:11][C:5]1[CH:4]=[C:3]([CH2:1][CH3:2])[C:8]([I:9])=[CH:7][N:6]=1. The catalyst class is: 6. (4) Reactant: Cl.[NH2:2][OH:3].[OH-].[Na+].[N:6]1[CH:11]=[CH:10][CH:9]=[CH:8][C:7]=1[C:12]1[CH:19]=[CH:18][C:15]([CH:16]=O)=[CH:14][CH:13]=1. Product: [N:6]1[CH:11]=[CH:10][CH:9]=[CH:8][C:7]=1[C:12]1[CH:19]=[CH:18][C:15]([CH:16]=[N:2][OH:3])=[CH:14][CH:13]=1. The catalyst class is: 97. (5) Reactant: [C:1]([CH2:5][C:6](OCC)=[O:7])(=O)[CH2:2][CH3:3].FC(F)(F)C(O)=O.[N:18]1[CH:23]=[CH:22][CH:21]=[CH:20][C:19]=1[C:24]1[CH:28]=[C:27]([CH:29]2[CH2:33][CH2:32][CH2:31][N:30]2[C:34](=[NH:36])[NH2:35])[O:26][N:25]=1.C[O-].[Na+]. Product: [CH2:2]([C:1]1[N:35]=[C:34]([N:30]2[CH2:31][CH2:32][CH2:33][CH:29]2[C:27]2[O:26][N:25]=[C:24]([C:19]3[CH:20]=[CH:21][CH:22]=[CH:23][N:18]=3)[CH:28]=2)[N:36]=[C:6]([OH:7])[CH:5]=1)[CH3:3]. The catalyst class is: 51. (6) Product: [F:1][C:2]1([CH2:26][NH:27][S:29]([CH3:28])(=[O:31])=[O:30])[CH2:7][CH2:6][N:5]([C:8]2[CH:13]=[CH:12][C:11]([N:14]3[CH2:18][C@H:17]([CH2:19][NH:20][C:21](=[O:23])[CH3:22])[O:16][C:15]3=[O:24])=[CH:10][C:9]=2[F:25])[CH2:4][CH2:3]1. Reactant: [F:1][C:2]1([CH2:26][NH2:27])[CH2:7][CH2:6][N:5]([C:8]2[CH:13]=[CH:12][C:11]([N:14]3[CH2:18][C@H:17]([CH2:19][NH:20][C:21](=[O:23])[CH3:22])[O:16][C:15]3=[O:24])=[CH:10][C:9]=2[F:25])[CH2:4][CH2:3]1.[CH3:28][S:29](Cl)(=[O:31])=[O:30].C(N(CC)CC)C. The catalyst class is: 4.